From a dataset of Reaction yield outcomes from USPTO patents with 853,638 reactions. Predict the reaction yield, written as a fraction of the theoretical maximum amount of product (1.0 means a 100% yield; for example, 0.34 means a 34% yield). (1) The reactants are [O:1]=[C:2]1[C:7]2[CH:8]=[CH:9][CH:10]=[CH:11][C:6]=2[S:5][C:4]([C:12]2[CH:17]=[C:16]([CH2:18][CH2:19][CH2:20][O:21][CH2:22][CH2:23][C:24]([O:26]C(C)(C)C)=[O:25])[CH:15]=[CH:14][N:13]=2)=[N:3]1. The catalyst is FC(F)(F)C(O)=O. The product is [O:1]=[C:2]1[C:7]2[CH:8]=[CH:9][CH:10]=[CH:11][C:6]=2[S:5][C:4]([C:12]2[CH:17]=[C:16]([CH2:18][CH2:19][CH2:20][O:21][CH2:22][CH2:23][C:24]([OH:26])=[O:25])[CH:15]=[CH:14][N:13]=2)=[N:3]1. The yield is 0.890. (2) The reactants are [OH:1][C:2]1[CH:7]=[CH:6][C:5]([CH2:8][CH2:9][C:10]([O:12][C:13]([CH3:16])([CH3:15])[CH3:14])=[O:11])=[CH:4][CH:3]=1.[H-].[Na+].[Br:19][C:20]1[CH:21]=[C:22]([CH:25]=[CH:26][CH:27]=1)[CH2:23]Br. The catalyst is CN(C)C=O.C(OCC)(=O)C. The product is [Br:19][C:20]1[CH:21]=[C:22]([CH:25]=[CH:26][CH:27]=1)[CH2:23][O:1][C:2]1[CH:3]=[CH:4][C:5]([CH2:8][CH2:9][C:10]([O:12][C:13]([CH3:16])([CH3:15])[CH3:14])=[O:11])=[CH:6][CH:7]=1. The yield is 0.780. (3) The reactants are [Br:1][C:2]1[CH:21]=[CH:20][C:5]([O:6][C:7]2[N:14]=[C:13]([N:15]([CH2:17][CH2:18][OH:19])[CH3:16])[CH:12]=[CH:11][C:8]=2[C:9]#[N:10])=[CH:4][C:3]=1[CH:22]=[O:23].[CH3:24][C:25]([Si:28](Cl)([CH3:30])[CH3:29])([CH3:27])[CH3:26].CCN(CC)CC. The catalyst is C1COCC1. The product is [Br:1][C:2]1[CH:21]=[CH:20][C:5]([O:6][C:7]2[N:14]=[C:13]([N:15]([CH2:17][CH2:18][O:19][Si:28]([C:25]([CH3:27])([CH3:26])[CH3:24])([CH3:30])[CH3:29])[CH3:16])[CH:12]=[CH:11][C:8]=2[C:9]#[N:10])=[CH:4][C:3]=1[CH:22]=[O:23]. The yield is 0.810. (4) The reactants are Br.[N:2]1[CH:7]=[CH:6][CH:5]=[C:4]([O:8][C:9]2[CH:14]=[CH:13][C:12]([C:15]3[O:19][C:18]([NH2:20])=[N:17][N:16]=3)=[CH:11][CH:10]=2)[CH:3]=1.[F:21][C:22]([F:33])([F:32])[C:23]1[CH:24]=[C:25]([CH:29]=[CH:30][CH:31]=1)[C:26](Cl)=[O:27]. The catalyst is N1C=CC=CC=1.CO. The product is [N:2]1[CH:7]=[CH:6][CH:5]=[C:4]([O:8][C:9]2[CH:10]=[CH:11][C:12]([C:15]3[O:19][C:18]([NH:20][C:26](=[O:27])[C:25]4[CH:29]=[CH:30][CH:31]=[C:23]([C:22]([F:21])([F:32])[F:33])[CH:24]=4)=[N:17][N:16]=3)=[CH:13][CH:14]=2)[CH:3]=1. The yield is 0.234. (5) The catalyst is O1CCOCC1. The reactants are Cl.[CH3:2][C@@:3]([S:44]([CH3:47])(=[O:46])=[O:45])([CH2:14][CH2:15][N:16]1[CH:21]=[CH:20][C:19]([C:22]2[CH:27]=[CH:26][C:25]([O:28][CH2:29][C@H:30]3[CH2:35][CH2:34][C@@H:33]([O:36]C4CCCCO4)[CH2:32][CH2:31]3)=[CH:24][CH:23]=2)=[CH:18][C:17]1=[O:43])[C:4]([NH:6][O:7]C1CCCCO1)=[O:5]. The product is [OH:7][NH:6][C:4](=[O:5])[C@:3]([CH3:2])([S:44]([CH3:47])(=[O:46])=[O:45])[CH2:14][CH2:15][N:16]1[CH:21]=[CH:20][C:19]([C:22]2[CH:27]=[CH:26][C:25]([O:28][CH2:29][C@H:30]3[CH2:31][CH2:32][C@@H:33]([OH:36])[CH2:34][CH2:35]3)=[CH:24][CH:23]=2)=[CH:18][C:17]1=[O:43]. The yield is 0.900.